From a dataset of Peptide-MHC class I binding affinity with 185,985 pairs from IEDB/IMGT. Regression. Given a peptide amino acid sequence and an MHC pseudo amino acid sequence, predict their binding affinity value. This is MHC class I binding data. (1) The peptide sequence is ELNKGWFGA. The MHC is HLA-A25:01 with pseudo-sequence HLA-A25:01. The binding affinity (normalized) is 0.0847. (2) The peptide sequence is YICILINHG. The MHC is HLA-B15:01 with pseudo-sequence HLA-B15:01. The binding affinity (normalized) is 0.381. (3) The peptide sequence is QEPGPVGPL. The MHC is HLA-A29:02 with pseudo-sequence HLA-A29:02. The binding affinity (normalized) is 0.213. (4) The peptide sequence is RLGWRTLDF. The MHC is HLA-B27:03 with pseudo-sequence HLA-B27:03. The binding affinity (normalized) is 0.0847. (5) The peptide sequence is LSDIISAEK. The MHC is HLA-A03:01 with pseudo-sequence HLA-A03:01. The binding affinity (normalized) is 0.367. (6) The peptide sequence is EPSKGWKNW. The MHC is HLA-B53:01 with pseudo-sequence HLA-B53:01. The binding affinity (normalized) is 0.407. (7) The binding affinity (normalized) is 0.734. The peptide sequence is RQAGFLGL. The MHC is Mamu-B03 with pseudo-sequence Mamu-B03.